Task: Predict the product of the given reaction.. Dataset: Forward reaction prediction with 1.9M reactions from USPTO patents (1976-2016) (1) Given the reactants [N+](=[CH:3][C:4]([O:6][CH2:7]/[CH:8]=[CH:9]/[C:10]1[CH:15]=[CH:14][C:13]([NH:16][C:17]([O:19][CH2:20][C:21]2[CH:26]=[CH:25][CH:24]=[CH:23][CH:22]=2)=[O:18])=[CH:12][C:11]=1[F:27])=[O:5])=[N-], predict the reaction product. The product is: [F:27][C:11]1[CH:12]=[C:13]([NH:16][C:17](=[O:18])[O:19][CH2:20][C:21]2[CH:26]=[CH:25][CH:24]=[CH:23][CH:22]=2)[CH:14]=[CH:15][C:10]=1[C@H:9]1[C@H:3]2[C@@H:8]1[CH2:7][O:6][C:4]2=[O:5]. (2) The product is: [CH3:1][C:2]1[CH:7]=[C:6]([N:8]2[CH2:12][CH2:11][CH:10]([N:13]3[CH2:17][CH2:16][CH2:15][CH:14]3[CH3:18])[CH2:9]2)[CH:5]=[CH:4][C:3]=1[NH:19][C:30]([C:28]1[CH:27]=[CH:26][C:24]2[NH:25][C:21](=[O:20])[NH:22][C:23]=2[CH:29]=1)=[O:31]. Given the reactants [CH3:1][C:2]1[CH:7]=[C:6]([N:8]2[CH2:12][CH2:11][CH:10]([N:13]3[CH2:17][CH2:16][CH2:15][CH:14]3[CH3:18])[CH2:9]2)[CH:5]=[CH:4][C:3]=1[NH2:19].[O:20]=[C:21]1[NH:25][C:24]2[CH:26]=[CH:27][C:28]([C:30](O)=[O:31])=[CH:29][C:23]=2[NH:22]1, predict the reaction product. (3) Given the reactants Cl[CH2:2][CH2:3][N:4]1[CH2:9][CH2:8][O:7][CH2:6][CH2:5]1.C([O-])([O-])=O.[Cs+].[Cs+].[OH:16][C:17]1[CH:26]=[C:25]2[C:20]([C:21]([O:27][C:28]3[CH:41]=[CH:40][C:31]4[C:32]([C:36]([NH:38][CH3:39])=[O:37])=[C:33]([CH3:35])[O:34][C:30]=4[CH:29]=3)=[CH:22][CH:23]=[N:24]2)=[CH:19][CH:18]=1, predict the reaction product. The product is: [CH3:39][NH:38][C:36]([C:32]1[C:31]2[CH:40]=[CH:41][C:28]([O:27][C:21]3[C:20]4[C:25](=[CH:26][C:17]([O:16][CH2:2][CH2:3][N:4]5[CH2:9][CH2:8][O:7][CH2:6][CH2:5]5)=[CH:18][CH:19]=4)[N:24]=[CH:23][CH:22]=3)=[CH:29][C:30]=2[O:34][C:33]=1[CH3:35])=[O:37]. (4) Given the reactants [CH3:1][N:2]([CH3:13])[C:3]1[CH:4]=[CH:5][C:6]([N+:10]([O-])=O)=[C:7]([CH:9]=1)[NH2:8], predict the reaction product. The product is: [NH2:8][C:7]1[CH:9]=[C:3]([N:2]([CH3:13])[CH3:1])[CH:4]=[CH:5][C:6]=1[NH2:10].